The task is: Predict the reaction yield, written as a fraction of the theoretical maximum amount of product (1.0 means a 100% yield; for example, 0.34 means a 34% yield).. This data is from Reaction yield outcomes from USPTO patents with 853,638 reactions. (1) The reactants are P12(SP3(SP(SP(S3)(S1)=S)(=S)S2)=S)=[S:2].[CH2:15]([O:17][C:18](=[O:41])[CH2:19][O:20][C:21]1[CH:26]=[C:25]([F:27])[CH:24]=[CH:23][C:22]=1[C:28](=O)[NH:29][CH2:30][C:31]1[CH:36]=[CH:35][CH:34]=[C:33]([N+:37]([O-:39])=[O:38])[CH:32]=1)[CH3:16]. The catalyst is N1C=CC=CC=1.O.C(OCC)(=O)C. The product is [CH2:15]([O:17][C:18](=[O:41])[CH2:19][O:20][C:21]1[CH:26]=[C:25]([F:27])[CH:24]=[CH:23][C:22]=1[C:28](=[S:2])[NH:29][CH2:30][C:31]1[CH:36]=[CH:35][CH:34]=[C:33]([N+:37]([O-:39])=[O:38])[CH:32]=1)[CH3:16]. The yield is 0.890. (2) The reactants are [CH2:1]([N:5]([CH2:45][CH2:46][CH2:47][CH3:48])[C:6]([C:8]1[N:9]=[C:10]([C:21]2[CH:30]=[CH:29][C:24]([C:25]([O:27][CH3:28])=[O:26])=[CH:23][C:22]=2[C:31]([N:33]2[C@H:42]([CH2:43][OH:44])[CH2:41][C:40]3[C:35](=[CH:36][CH:37]=[CH:38][CH:39]=3)[CH2:34]2)=[O:32])[N:11]([CH2:13][CH2:14]C2C=CC=CC=2)[CH:12]=1)=[O:7])[CH2:2][CH2:3][CH3:4].C(N(CCCC)[C:54](C1N=C(C2C=CC(C(OC)=O)=CC=2C(O)=O)N(CCOC)C=1)=[O:55])CCC. No catalyst specified. The product is [CH2:45]([N:5]([CH2:1][CH2:2][CH2:3][CH3:4])[C:6]([C:8]1[N:9]=[C:10]([C:21]2[CH:30]=[CH:29][C:24]([C:25]([O:27][CH3:28])=[O:26])=[CH:23][C:22]=2[C:31]([N:33]2[C@H:42]([CH2:43][OH:44])[CH2:41][C:40]3[C:35](=[CH:36][CH:37]=[CH:38][CH:39]=3)[CH2:34]2)=[O:32])[N:11]([CH2:13][CH2:14][O:55][CH3:54])[CH:12]=1)=[O:7])[CH2:46][CH2:47][CH3:48]. The yield is 0.620. (3) The reactants are Cl.NCC([NH:6][CH:7]1[C:16]2[C:11](=[CH:12][CH:13]=CC=2)CCC1)=O.[Cl:17][CH2:18][C:19](Cl)=[O:20].C[N:23](C=O)C. The catalyst is CCOCC. The product is [Cl:17][CH2:18][C:19]([NH:23][C:7]1[CH:16]=[CH:11][CH:12]=[CH:13][N:6]=1)=[O:20]. The yield is 0.620.